This data is from Forward reaction prediction with 1.9M reactions from USPTO patents (1976-2016). The task is: Predict the product of the given reaction. (1) Given the reactants [N:1]1([C:7]2[CH:12]=[CH:11][C:10]([NH:13][C:14]3[C:15]4[N:16]([N:32]=[CH:33][N:34]=4)[C:17]([C:20]4[C:21]5[CH:28]=[CH:27][CH:26]=[C:25]([C:29]([NH2:31])=[O:30])[C:22]=5[S:23][CH:24]=4)=[CH:18][N:19]=3)=[CH:9][CH:8]=2)[CH2:6][CH2:5]O[CH2:3][CH2:2]1.BrC1N2N=CN=C2C([NH:45][C:46]2[CH:51]=[CH:51][C:46]([N:45]3CCN(C(C)C)CC3)=[CH:47][CH:47]=2)=NC=1, predict the reaction product. The product is: [CH:46]([N:45]1[CH2:5][CH2:6][N:1]([C:7]2[CH:8]=[CH:9][C:10]([NH:13][C:14]3[C:15]4[N:16]([N:32]=[CH:33][N:34]=4)[C:17]([C:20]4[C:21]5[CH:28]=[CH:27][CH:26]=[C:25]([C:29]([NH2:31])=[O:30])[C:22]=5[S:23][CH:24]=4)=[CH:18][N:19]=3)=[CH:11][CH:12]=2)[CH2:2][CH2:3]1)([CH3:51])[CH3:47]. (2) Given the reactants [CH2:1]([C:3]1([O:35]C(=O)OCC2C=CC=CC=2)[C:8]2[CH:9]=[C:10]3[N:18]([C:19](=[O:20])[C:7]=2[CH2:6][O:5][C:4]1=[O:34])[CH2:17][C:16]1[C:15]([CH2:21][CH2:22][Si:23]([CH2:26][CH2:27][CH2:28][OH:29])([CH3:25])[CH3:24])=[C:14]2[CH:30]=[CH:31][CH:32]=[CH:33][C:13]2=[N:12][C:11]3=1)[CH3:2].[H][H].[CH2:48]([OH:50])[CH3:49], predict the reaction product. The product is: [CH2:1]([C:3]1([OH:35])[C:8]2[CH:9]=[C:10]3[N:18]([C:19](=[O:20])[C:7]=2[CH2:6][O:5][C:4]1=[O:34])[CH2:17][C:16]1[C:15]([CH2:21][CH2:22][Si:23]([CH3:25])([CH3:24])[CH2:26][CH2:27][CH2:28][O:29][C:48](=[O:50])[C:49]2[CH:7]=[CH:8][CH:3]=[CH:1][CH:2]=2)=[C:14]2[CH:30]=[CH:31][CH:32]=[CH:33][C:13]2=[N:12][C:11]3=1)[CH3:2]. (3) The product is: [N:1]1([CH2:6][C:7]2[CH:23]=[CH:22][C:10]([CH2:11][N:12]3[CH:20]=[C:19]4[C:14]([N:15]=[CH:16][N:17]=[C:18]4[NH:32][CH2:31][C:28]4[CH:29]=[CH:30][C:25]([Cl:24])=[CH:26][C:27]=4[O:33][CH3:34])=[N:13]3)=[CH:9][CH:8]=2)[CH:5]=[CH:4][CH:3]=[N:2]1. Given the reactants [N:1]1([CH2:6][C:7]2[CH:23]=[CH:22][C:10]([CH2:11][N:12]3[CH:20]=[C:19]4[C:14]([N:15]=[CH:16][N:17]=[C:18]4Cl)=[N:13]3)=[CH:9][CH:8]=2)[CH:5]=[CH:4][CH:3]=[N:2]1.[Cl:24][C:25]1[CH:30]=[CH:29][C:28]([CH2:31][NH2:32])=[C:27]([O:33][CH3:34])[CH:26]=1, predict the reaction product. (4) Given the reactants C([O:5]C([NH:8][CH2:9][CH2:10][CH2:11][O:12][C:13]1[CH:38]=[C:37]([O:39][CH3:40])[CH:36]=[CH:35][C:14]=1[C:15]([NH:17][C:18]1[CH:23]=[CH:22][N:21]=[CH:20][C:19]=1[NH:24][C:25](=[O:34])[C:26]1[CH:31]=[CH:30][C:29]([O:32][CH3:33])=[CH:28][CH:27]=1)=[O:16])=O)(C)(C)C.FC(F)(F)C(O)=O.ClCCl.C(=O)([O-])[O-].[K+].[K+], predict the reaction product. The product is: [NH2:8][CH2:9][CH2:10][CH2:11][O:12][C:13]1[CH:38]=[C:37]([O:39][CH3:40])[CH:36]=[CH:35][C:14]=1[C:15]([NH:17][C:18]1[CH:23]=[CH:22][N:21]=[CH:20][C:19]=1[NH:24][C:25](=[O:34])[C:26]1[CH:31]=[CH:30][C:29]([O:32][CH3:33])=[CH:28][CH:27]=1)=[O:16].[OH-:5].[NH4+:8]. (5) Given the reactants Br[C:2]1[CH:11]=[CH:10]C=C2[C:3]=1[CH:4]=[CH:5]C=[C:7]2[CH2:12][OH:13].CC1C=C(C(F)(F)F)C=CC=1B(O)O.C([O-])([O-])=O.[K+].[K+].[O:34]1CCO[CH2:36][CH2:35]1, predict the reaction product. The product is: [CH3:36][CH2:35][O:34][C:12]([CH3:7])=[O:13].[CH3:10][CH2:11][CH2:2][CH2:3][CH2:4][CH3:5].